From a dataset of Forward reaction prediction with 1.9M reactions from USPTO patents (1976-2016). Predict the product of the given reaction. (1) Given the reactants Cl.[C:2]1([C:14]2[CH:19]=[CH:18][N:17]=[C:16]([NH:20][CH2:21][CH:22]3[CH2:27][CH2:26][NH:25][CH2:24][CH2:23]3)[N:15]=2)[C:12]2=[C:13]3[C:8](=[CH:9][CH:10]=[CH:11]2)[CH2:7][CH2:6][CH2:5][N:4]3[CH:3]=1.C(N(CC)C(C)C)(C)C.[N:37]([CH2:40][C:41]([O:43][CH2:44][CH3:45])=[O:42])=[C:38]=[O:39].C(#N)C.O.[F:50][C:51]([F:56])([F:55])[C:52]([OH:54])=[O:53], predict the reaction product. The product is: [C:2]1([C:14]2[CH:19]=[CH:18][N:17]=[C:16]([NH:20][CH2:21][CH:22]3[CH2:27][CH2:26][N:25]([C:38]([NH:37][CH2:40][C:41]([O:43][CH2:44][CH3:45])=[O:42])=[O:39])[CH2:24][CH2:23]3)[N:15]=2)[C:12]2=[C:13]3[C:8](=[CH:9][CH:10]=[CH:11]2)[CH2:7][CH2:6][CH2:5][N:4]3[CH:3]=1.[F:50][C:51]([F:56])([F:55])[C:52]([O-:54])=[O:53]. (2) Given the reactants C[N:2]1[CH:6]=[N:5][N:4]=[C:3]1[S:7][C:8]1[CH:13]=[CH:12][C:11]([N+:14]([O-])=O)=[CH:10][CH:9]=1.[Cl-].[Ca+2].[Cl-].[CH2:20](O)C, predict the reaction product. The product is: [NH2:14][C:11]1[CH:12]=[CH:13][C:8]([S:7][C:3]2[N:2]=[CH:6][N:5]([CH3:20])[N:4]=2)=[CH:9][CH:10]=1. (3) The product is: [Cl:1][C:2]1[N:7]=[C:6]([N:8]([C:9]2[CH:14]=[CH:13][CH:12]=[C:11]([I:15])[CH:10]=2)[CH3:16])[CH:5]=[CH:4][N:3]=1. Given the reactants [Cl:1][C:2]1[N:7]=[C:6]([NH:8][C:9]2[CH:14]=[CH:13][CH:12]=[C:11]([I:15])[CH:10]=2)[CH:5]=[CH:4][N:3]=1.[C:16](=O)([O-])[O-].[K+].[K+].CI.O, predict the reaction product. (4) Given the reactants Cl[CH2:2][C:3]1[N:4]=[C:5]([NH:8][C:9](=[O:33])[C:10]2[CH:15]=[C:14]([O:16][C:17]3[CH:22]=[CH:21][C:20]([S:23]([CH3:26])(=[O:25])=[O:24])=[CH:19][CH:18]=3)[CH:13]=[C:12]([O:27][C@@H:28]([CH3:32])[CH2:29][O:30][CH3:31])[CH:11]=2)[S:6][CH:7]=1.[CH3:34][O-:35].[Na+], predict the reaction product. The product is: [CH3:31][O:30][CH2:29][C@@H:28]([O:27][C:12]1[CH:11]=[C:10]([CH:15]=[C:14]([O:16][C:17]2[CH:22]=[CH:21][C:20]([S:23]([CH3:26])(=[O:25])=[O:24])=[CH:19][CH:18]=2)[CH:13]=1)[C:9]([NH:8][C:5]1[S:6][CH:7]=[C:3]([CH2:2][O:35][CH3:34])[N:4]=1)=[O:33])[CH3:32]. (5) Given the reactants [ClH:1].[C:2]([C:6]1[N:11]=[CH:10][C:9]([C:12]2[N:13]([C:33]([N:35]3[CH2:40][CH2:39][N:38]([CH2:41][C:42](O)=[O:43])[CH2:37][CH2:36]3)=[O:34])[C@@:14]([C:26]3[CH:31]=[CH:30][C:29]([Cl:32])=[CH:28][CH:27]=3)([CH3:25])[C@@:15]([C:18]3[CH:23]=[CH:22][C:21](Cl)=[CH:20][CH:19]=3)([CH3:17])[N:16]=2)=[C:8]([O:45][CH2:46][CH3:47])[CH:7]=1)([CH3:5])([CH3:4])[CH3:3].[CH3:48][O:49][C:50]1[N:55]=[C:54]([CH3:56])[C:53]([NH:57]C)=[CH:52][CH:51]=1, predict the reaction product. The product is: [C:2]([C:6]1[N:11]=[CH:10][C:9]([C:12]2[N:13]([C:33]([N:35]3[CH2:36][CH2:37][N:38]([CH2:41][C:42]([NH:57][C:53]4[C:54]([CH3:56])=[N:55][C:50]([O:49][CH3:48])=[CH:51][CH:52]=4)=[O:43])[CH2:39][CH2:40]3)=[O:34])[C@@:14]([C:26]3[CH:31]=[CH:30][C:29]([Cl:32])=[CH:28][CH:27]=3)([CH3:25])[C@@:15]([C:18]3[CH:23]=[CH:22][C:21]([Cl:1])=[CH:20][CH:19]=3)([CH3:17])[N:16]=2)=[C:8]([O:45][CH2:46][CH3:47])[CH:7]=1)([CH3:5])([CH3:4])[CH3:3]. (6) Given the reactants [Br-].[Li+].[CH:3]([C:5]1[N:9]=[C:8]([CH3:10])[S:7][N:6]=1)=[CH2:4].[C:11]([O:15][C:16](=[O:29])[CH:17]([N:22]=[CH:23][C:24]1[S:25][CH:26]=[CH:27][N:28]=1)[CH2:18][CH:19]([CH3:21])[CH3:20])([CH3:14])([CH3:13])[CH3:12].C(N(CC)CC)C, predict the reaction product. The product is: [CH2:18]([C@@:17]1([C:16]([O:15][C:11]([CH3:13])([CH3:14])[CH3:12])=[O:29])[CH2:4][C@H:3]([C:5]2[N:9]=[C:8]([CH3:10])[S:7][N:6]=2)[C@H:23]([C:24]2[S:25][CH:26]=[CH:27][N:28]=2)[NH:22]1)[CH:19]([CH3:21])[CH3:20]. (7) Given the reactants C(O[CH:4](OCC)[CH2:5][O:6][C:7]1[CH:12]=[CH:11][C:10]([F:13])=[CH:9][CH:8]=1)C, predict the reaction product. The product is: [CH:9]1[C:10]([F:13])=[CH:11][C:12]2[CH:4]=[CH:5][O:6][C:7]=2[CH:8]=1. (8) Given the reactants C(O)(=O)C.[F:5][C:6]([F:26])([F:25])[O:7][C:8]1[CH:13]=[CH:12][C:11]([N:14]2[CH2:18][CH2:17][C:16]3([CH2:23][CH2:22][NH:21][CH2:20][CH2:19]3)[C:15]2=[O:24])=[CH:10][CH:9]=1.[C:27]1([CH:33]([CH3:37])[C:34](Cl)=[O:35])[CH:32]=[CH:31][CH:30]=[CH:29][CH:28]=1, predict the reaction product. The product is: [C:27]1([CH:33]([CH3:37])[C:34]([N:21]2[CH2:20][CH2:19][C:16]3([C:15](=[O:24])[N:14]([C:11]4[CH:12]=[CH:13][C:8]([O:7][C:6]([F:5])([F:25])[F:26])=[CH:9][CH:10]=4)[CH2:18][CH2:17]3)[CH2:23][CH2:22]2)=[O:35])[CH:32]=[CH:31][CH:30]=[CH:29][CH:28]=1.